Predict the reaction yield, written as a fraction of the theoretical maximum amount of product (1.0 means a 100% yield; for example, 0.34 means a 34% yield). From a dataset of Reaction yield outcomes from USPTO patents with 853,638 reactions. (1) The reactants are [CH:1]([Si:4]([CH:37]([CH3:39])[CH3:38])([CH:34]([CH3:36])[CH3:35])[O:5][CH2:6][CH:7]1[CH2:12][CH2:11][N:10]([C:13]2[N:17]3[CH:18]=[C:19]([O:22][C@H:23]4[C:32]5[C:27](=[CH:28][CH:29]=[CH:30][CH:31]=5)[C@@H:26]([NH2:33])[CH2:25][CH2:24]4)[CH:20]=[CH:21][C:16]3=[N:15][N:14]=2)[CH2:9][CH2:8]1)([CH3:3])[CH3:2].ClC(Cl)(Cl)C[O:43][C:44](=O)[NH:45][C:46]1[N:47]([C:55]2[CH:60]=[CH:59][C:58]([CH3:61])=[CH:57][CH:56]=2)[N:48]=[C:49]([C:51]([CH3:54])([CH3:53])[CH3:52])[CH:50]=1.CCN(C(C)C)C(C)C. The catalyst is O1CCOCC1. The product is [C:51]([C:49]1[CH:50]=[C:46]([NH:45][C:44]([NH:33][C@@H:26]2[C:27]3[C:32](=[CH:31][CH:30]=[CH:29][CH:28]=3)[C@H:23]([O:22][C:19]3[CH:20]=[CH:21][C:16]4[N:17]([C:13]([N:10]5[CH2:11][CH2:12][CH:7]([CH2:6][O:5][Si:4]([CH:1]([CH3:2])[CH3:3])([CH:34]([CH3:36])[CH3:35])[CH:37]([CH3:39])[CH3:38])[CH2:8][CH2:9]5)=[N:14][N:15]=4)[CH:18]=3)[CH2:24][CH2:25]2)=[O:43])[N:47]([C:55]2[CH:60]=[CH:59][C:58]([CH3:61])=[CH:57][CH:56]=2)[N:48]=1)([CH3:54])([CH3:52])[CH3:53]. The yield is 0.860. (2) The yield is 0.500. The product is [C:24]([NH:16][C:8]1[CH:9]=[CH:10][CH:11]=[C:12]2[C:7]=1[N:6]=[C:5]([C:3]([OH:2])=[O:4])[CH:14]=[C:13]2[OH:15])(=[O:26])[CH3:25]. The reactants are C[O:2][C:3]([C:5]1[CH:14]=[C:13]([OH:15])[C:12]2[C:7](=[C:8]([NH2:16])[CH:9]=[CH:10][CH:11]=2)[N:6]=1)=[O:4].C(N(CC)CC)C.[C:24](Cl)(=[O:26])[CH3:25].[OH-].[Na+].Cl. The catalyst is C(#N)C.C1COCC1.O.CCOC(C)=O. (3) The reactants are [CH3:1][O:2][C:3]1[CH:4]=[C:5]2[C:10](=[CH:11][CH:12]=1)[C:9](=[O:13])[C:8]([CH3:15])([CH3:14])[CH2:7][CH2:6]2.[BH4-].[Na+].O. The catalyst is CO. The product is [CH3:1][O:2][C:3]1[CH:4]=[C:5]2[C:10](=[CH:11][CH:12]=1)[CH:9]([OH:13])[C:8]([CH3:15])([CH3:14])[CH2:7][CH2:6]2. The yield is 0.990. (4) The reactants are [Cl:1][C:2]1[CH:7]=[C:6]([CH2:8][OH:9])[C:5]([C:10]2[CH:15]=[CH:14][CH:13]=[C:12]([F:16])[CH:11]=2)=[C:4]([N+:17]([O-])=O)[C:3]=1[CH:20]=[O:21].C(O)(=O)C.Cl. The catalyst is C(OCC)(=O)C. The product is [Cl:1][C:2]1[C:3]2=[CH:20][O:21][N:17]=[C:4]2[C:5]([C:10]2[CH:15]=[CH:14][CH:13]=[C:12]([F:16])[CH:11]=2)=[C:6]([CH2:8][OH:9])[CH:7]=1. The yield is 0.230. (5) The reactants are Br[C:2]1[C:3]([C:9]#[N:10])=[N:4][C:5]([Br:8])=[CH:6][N:7]=1.[C:11]([C:13]([C:16]1[CH:17]=[C:18]([CH:34]=[CH:35][CH:36]=1)[C:19]([NH:21][C:22]1[CH:27]=[CH:26][C:25]([CH3:28])=[C:24]([NH:29][C:30](=[O:33])[CH2:31][SH:32])[CH:23]=1)=[O:20])([CH3:15])[CH3:14])#[N:12].C(=O)([O-])[O-].[K+].[K+]. The catalyst is C(O)C. The product is [NH2:10][C:9]1[C:3]2[C:2](=[N:7][CH:6]=[C:5]([Br:8])[N:4]=2)[S:32][C:31]=1[C:30]([NH:29][C:24]1[CH:23]=[C:22]([NH:21][C:19](=[O:20])[C:18]2[CH:34]=[CH:35][CH:36]=[C:16]([C:13]([C:11]#[N:12])([CH3:14])[CH3:15])[CH:17]=2)[CH:27]=[CH:26][C:25]=1[CH3:28])=[O:33]. The yield is 0.770. (6) The reactants are [Al+3].[Cl-].[Cl-].[Cl-].[Cl:5][CH2:6][CH2:7][CH2:8][C:9](Cl)=[O:10].[CH3:12][O:13][N:14]([CH3:26])[C:15](=[O:25])[C:16]([CH3:24])([C:18]1[CH:23]=[CH:22][CH:21]=[CH:20][CH:19]=1)[CH3:17]. The catalyst is C(Cl)Cl. The product is [CH3:12][O:13][N:14]([CH3:26])[C:15](=[O:25])[C:16]([C:18]1[CH:23]=[CH:22][C:21]([C:9](=[O:10])[CH2:8][CH2:7][CH2:6][Cl:5])=[CH:20][CH:19]=1)([CH3:24])[CH3:17]. The yield is 0.630. (7) The reactants are [NH2:1][C:2]1[C:3]([C:7]([O:9]C)=O)=[N:4][NH:5][CH:6]=1.[CH3:11][NH2:12].CO. The product is [NH2:1][C:2]1[C:3]([C:7]([NH:12][CH3:11])=[O:9])=[N:4][NH:5][CH:6]=1. No catalyst specified. The yield is 0.990. (8) The reactants are [Cl:1][C:2]1[CH:24]=[CH:23][C:5]([CH2:6][NH:7][C:8]([C:10]2[C:19](=[O:20])[C:18]3[C:13](=[CH:14][CH:15]=[C:16](I)[CH:17]=3)[N:12]([CH3:22])[N:11]=2)=[O:9])=[CH:4][CH:3]=1.[CH2:25]([OH:28])[C:26]#[CH:27]. The catalyst is C(NCC)C.[Cu]I.Cl[Pd](Cl)([P](C1C=CC=CC=1)(C1C=CC=CC=1)C1C=CC=CC=1)[P](C1C=CC=CC=1)(C1C=CC=CC=1)C1C=CC=CC=1. The product is [Cl:1][C:2]1[CH:24]=[CH:23][C:5]([CH2:6][NH:7][C:8]([C:10]2[C:19](=[O:20])[C:18]3[C:13](=[CH:14][CH:15]=[C:16]([C:27]#[C:26][CH2:25][OH:28])[CH:17]=3)[N:12]([CH3:22])[N:11]=2)=[O:9])=[CH:4][CH:3]=1. The yield is 0.850.